Dataset: Forward reaction prediction with 1.9M reactions from USPTO patents (1976-2016). Task: Predict the product of the given reaction. (1) Given the reactants [CH:1]1([N:7]=[C:8]=[O:9])[CH2:6][CH2:5][CH2:4][CH2:3][CH2:2]1.[NH:10]1[C:14]([C:15]2[CH:16]=[C:17]([OH:21])[CH:18]=[CH:19][CH:20]=2)=[N:13][N:12]=[N:11]1, predict the reaction product. The product is: [CH:1]1([NH:7][C:8](=[O:9])[O:21][C:17]2[CH:18]=[CH:19][CH:20]=[C:15]([C:14]3[NH:10][N:11]=[N:12][N:13]=3)[CH:16]=2)[CH2:6][CH2:5][CH2:4][CH2:3][CH2:2]1. (2) Given the reactants [C:1]([C:3]1[C:8]([CH3:9])=[CH:7][CH:6]=[CH:5][C:4]=1[S:10]([N:13]=C(OCC)OCC)(=[O:12])=[O:11])#[N:2].C(N)(C)C, predict the reaction product. The product is: [C:1]([C:3]1[C:8]([CH3:9])=[CH:7][CH:6]=[CH:5][C:4]=1[S:10]([NH2:13])(=[O:12])=[O:11])#[N:2]. (3) The product is: [CH3:24][C:23]1[CH:22]=[C:21]([CH3:25])[NH:20][C:19](=[O:26])[C:18]=1[CH2:17][NH:16][C:14]([C:4]1[C:5]2[CH:10]=[N:9][N:8]([CH:11]([CH3:13])[CH3:12])[C:6]=2[N:7]=[C:2]([C:38]2[CH:37]=[N:36][N:35]([CH2:34][CH2:33][N:30]3[CH2:31][CH2:32][O:27][CH2:28][CH2:29]3)[CH:39]=2)[CH:3]=1)=[O:15]. Given the reactants Br[C:2]1[CH:3]=[C:4]([C:14]([NH:16][CH2:17][C:18]2[C:19](=[O:26])[NH:20][C:21]([CH3:25])=[CH:22][C:23]=2[CH3:24])=[O:15])[C:5]2[CH:10]=[N:9][N:8]([CH:11]([CH3:13])[CH3:12])[C:6]=2[N:7]=1.[O:27]1[CH2:32][CH2:31][N:30]([CH2:33][CH2:34][N:35]2[CH:39]=[C:38](B(O)O)[CH:37]=[N:36]2)[CH2:29][CH2:28]1.C([O-])([O-])=O.[Na+].[Na+].CCOC(C)=O, predict the reaction product. (4) Given the reactants [NH2:1][C:2]1[CH:7]=[C:6]([F:8])[C:5]([C:9]([F:12])([F:11])[F:10])=[CH:4][C:3]=1/[CH:13]=[CH:14]/[C:15]([O:17]CC)=O, predict the reaction product. The product is: [F:8][C:6]1[CH:7]=[C:2]2[C:3]([CH:13]=[CH:14][C:15](=[O:17])[NH:1]2)=[CH:4][C:5]=1[C:9]([F:12])([F:11])[F:10].